From a dataset of Catalyst prediction with 721,799 reactions and 888 catalyst types from USPTO. Predict which catalyst facilitates the given reaction. (1) Reactant: [F:1][C:2]1[CH:10]=[C:9]2[C:5]([C:6]([C:20]3[CH:21]=[N:22][NH:23][CH:24]=3)=[CH:7][N:8]2S(C2C=CC=CC=2)(=O)=O)=[CH:4][CH:3]=1.I[CH:26]1[CH2:29][N:28]([C:30]([O:32][C:33]([CH3:36])([CH3:35])[CH3:34])=[O:31])[CH2:27]1.[H-].[Na+].[OH-].[Na+]. Product: [F:1][C:2]1[CH:10]=[C:9]2[C:5]([C:6]([C:20]3[CH:24]=[N:23][N:22]([CH:26]4[CH2:27][N:28]([C:30]([O:32][C:33]([CH3:36])([CH3:35])[CH3:34])=[O:31])[CH2:29]4)[CH:21]=3)=[CH:7][NH:8]2)=[CH:4][CH:3]=1. The catalyst class is: 18. (2) Reactant: [Cl:1][C:2]1[CH:7]=[CH:6][C:5]([N:8]2[CH:12](O)[CH2:11][CH:10]([C:14]3[CH:19]=[CH:18][C:17]([Cl:20])=[C:16]([Cl:21])[CH:15]=3)[C:9]2=[O:22])=[CH:4][C:3]=1[O:23][CH2:24][CH2:25][N:26]1[CH2:31][CH2:30][CH2:29][CH2:28][CH2:27]1. Product: [Cl:1][C:2]1[CH:7]=[CH:6][C:5]([N:8]2[CH2:12][CH:11]=[C:10]([C:14]3[CH:19]=[CH:18][C:17]([Cl:20])=[C:16]([Cl:21])[CH:15]=3)[C:9]2=[O:22])=[CH:4][C:3]=1[O:23][CH2:24][CH2:25][N:26]1[CH2:27][CH2:28][CH2:29][CH2:30][CH2:31]1. The catalyst class is: 67. (3) Reactant: [F:1][C:2]1[CH:7]=[CH:6][C:5]([N:8]2[CH:11]([C:12]3[CH:17]=[CH:16][C:15]([O:18][CH2:19][CH2:20][CH2:21][CH2:22][CH2:23][CH2:24]I)=[CH:14][CH:13]=3)[CH:10]([CH2:26][CH2:27][CH:28]([C:30]3[CH:35]=[CH:34][C:33]([F:36])=[CH:32][CH:31]=3)[OH:29])[C:9]2=[O:37])=[CH:4][CH:3]=1.[CH3:38][NH:39][CH2:40][CH:41]([OH:50])[CH:42]([OH:49])[CH:43]([OH:48])[CH:44]([OH:47])[CH2:45][OH:46]. Product: [F:1][C:2]1[CH:7]=[CH:6][C:5]([N:8]2[CH:11]([C:12]3[CH:17]=[CH:16][C:15]([O:18][CH2:19][CH2:20][CH2:21][CH2:22][CH2:23][CH2:24][N:39]([CH3:38])[CH2:40][CH:41]([OH:50])[CH:42]([OH:49])[CH:43]([OH:48])[CH:44]([OH:47])[CH2:45][OH:46])=[CH:14][CH:13]=3)[CH:10]([CH2:26][CH2:27][CH:28]([C:30]3[CH:35]=[CH:34][C:33]([F:36])=[CH:32][CH:31]=3)[OH:29])[C:9]2=[O:37])=[CH:4][CH:3]=1. The catalyst class is: 9. (4) Reactant: Cl[C:2]1[CH:7]=[CH:6][N:5]2[C:8](=[O:23])[N:9]([CH2:11][C:12]3[C:13]([CH3:22])=[N:14][C:15]([C:18]([F:21])([F:20])[F:19])=[CH:16][CH:17]=3)[N:10]=[C:4]2[C:3]=1[C:24]1[CH:29]=[CH:28][N:27]=[CH:26][CH:25]=1.[C:30]([C:32]1[CH:37]=[CH:36][C:35](B(O)O)=[CH:34][CH:33]=1)#[N:31].C(=O)([O-])[O-].[Na+].[Na+]. Product: [CH3:22][C:13]1[C:12]([CH2:11][N:9]2[C:8](=[O:23])[N:5]3[CH:6]=[CH:7][C:2]([C:35]4[CH:36]=[CH:37][C:32]([C:30]#[N:31])=[CH:33][CH:34]=4)=[C:3]([C:24]4[CH:29]=[CH:28][N:27]=[CH:26][CH:25]=4)[C:4]3=[N:10]2)=[CH:17][CH:16]=[C:15]([C:18]([F:21])([F:20])[F:19])[N:14]=1. The catalyst class is: 109. (5) Reactant: C1(P(=[CH:20][C:21]([O:23][C:24]([CH3:27])([CH3:26])[CH3:25])=[O:22])(C2C=CC=CC=2)C2C=CC=CC=2)C=CC=CC=1.[CH:28]([C:30]1[C:38]2[C:33](=[CH:34][C:35]([C:39]#[N:40])=[CH:36][CH:37]=2)[NH:32][CH:31]=1)=O. Product: [C:39]([C:35]1[CH:34]=[C:33]2[C:38]([C:30](/[CH:28]=[CH:20]/[C:21]([O:23][C:24]([CH3:27])([CH3:26])[CH3:25])=[O:22])=[CH:31][NH:32]2)=[CH:37][CH:36]=1)#[N:40]. The catalyst class is: 10. (6) Reactant: [NH2:1][C:2]1[C:14]([Br:15])=[CH:13][CH:12]=[CH:11][C:3]=1[C:4]([NH:6][CH:7]1[CH2:10][CH2:9][CH2:8]1)=[O:5].Cl[C:17](Cl)([O:19]C(=O)OC(Cl)(Cl)Cl)Cl.O. Product: [Br:15][C:14]1[CH:13]=[CH:12][CH:11]=[C:3]2[C:2]=1[NH:1][C:17](=[O:19])[N:6]([CH:7]1[CH2:8][CH2:9][CH2:10]1)[C:4]2=[O:5]. The catalyst class is: 2. (7) Reactant: [N:1]1([CH2:7][C:8]2[CH:9]=[C:10]([C:14]#[C:15][CH2:16][CH2:17][OH:18])[CH:11]=[CH:12][CH:13]=2)[CH2:6][CH2:5][O:4][CH2:3][CH2:2]1.C(N(CC)CC)C.[CH3:26][S:27](Cl)(=[O:29])=[O:28]. Product: [N:1]1([CH2:7][C:8]2[CH:9]=[C:10]([C:14]#[C:15][CH2:16][CH2:17][O:18][S:27]([CH3:26])(=[O:29])=[O:28])[CH:11]=[CH:12][CH:13]=2)[CH2:6][CH2:5][O:4][CH2:3][CH2:2]1. The catalyst class is: 4. (8) Reactant: Cl.[NH2:2][C:3]1[N:10]=[C:9]([C:11]2[C:16]([OH:17])=[CH:15][CH:14]=[CH:13][C:12]=2[O:18][CH2:19][C:20]2[CH:25]=[CH:24][CH:23]=[CH:22][CH:21]=2)[CH:8]=[C:7]([CH:26]2[CH2:31][CH2:30][CH2:29][NH:28][CH2:27]2)[C:4]=1[CH:5]=O.[BH3-]C#N.[Na+]. Product: [NH2:2][C:3]1[N:10]=[C:9]([C:11]2[C:12]([O:18][CH2:19][C:20]3[CH:21]=[CH:22][CH:23]=[CH:24][CH:25]=3)=[CH:13][CH:14]=[CH:15][C:16]=2[OH:17])[CH:8]=[C:7]2[C:4]=1[CH2:5][N:28]1[CH2:27][CH:26]2[CH2:31][CH2:30][CH2:29]1. The catalyst class is: 5. (9) Reactant: [NH:1]1[CH2:5][CH2:4][NH:3][C:2]1=[O:6].[H-].[Na+].[Cl:9][C:10]1[N:15]=[C:14](Cl)[CH:13]=[CH:12][N:11]=1.O. Product: [Cl:9][C:10]1[N:15]=[C:14]([N:1]2[CH2:5][CH2:4][NH:3][C:2]2=[O:6])[CH:13]=[CH:12][N:11]=1. The catalyst class is: 3. (10) Reactant: [CH3:1][S:2][C:3]1[N:4]([C:13]2[CH:18]=[CH:17][C:16]([O:19][CH2:20][C:21]([F:24])([F:23])[F:22])=[CH:15][CH:14]=2)[C:5](=[O:12])[C:6]2[CH:11]=[CH:10][NH:9][C:7]=2[N:8]=1.C(O)(=[O:27])C.C(O)(=O)C.I(C1C=CC=CC=1)=O. Product: [CH3:1][S:2][C:3]1[N:4]([C:13]2[CH:14]=[CH:15][C:16]([O:19][CH2:20][C:21]([F:24])([F:22])[F:23])=[CH:17][CH:18]=2)[C:5](=[O:12])[C:6]2[CH2:11][C:10](=[O:27])[NH:9][C:7]=2[N:8]=1. The catalyst class is: 15.